From a dataset of Reaction yield outcomes from USPTO patents with 853,638 reactions. Predict the reaction yield, written as a fraction of the theoretical maximum amount of product (1.0 means a 100% yield; for example, 0.34 means a 34% yield). The reactants are [C:1]([C:4]1[S:8][C:7]([NH:9][C:10]([C:12]2[CH:17]=[CH:16][N:15]=[CH:14][CH:13]=2)=[O:11])=[N:6][C:5]=1[C:18]1[O:19][CH:20]=[CH:21][CH:22]=1)([OH:3])=O.[NH:23]1[CH2:28][CH2:27][O:26][CH2:25][CH2:24]1.CCN=C=NCCCN(C)C.Cl.O.ON1C2C=CC=CC=2N=N1.C(N(CC)CC)C. The catalyst is CN(C=O)C.O. The product is [O:19]1[CH:20]=[CH:21][CH:22]=[C:18]1[C:5]1[N:6]=[C:7]([NH:9][C:10]([C:12]2[CH:17]=[CH:16][N:15]=[CH:14][CH:13]=2)=[O:11])[S:8][C:4]=1[C:1]([N:23]1[CH2:28][CH2:27][O:26][CH2:25][CH2:24]1)=[O:3]. The yield is 0.340.